This data is from Catalyst prediction with 721,799 reactions and 888 catalyst types from USPTO. The task is: Predict which catalyst facilitates the given reaction. (1) Reactant: [CH:1]1[CH:2]=[CH:3][C:4]2[N:16]([C:17]([NH2:19])=[O:18])[C:15]3[CH:14]=[CH:13][CH:12]=[CH:11][C:10]=3[C:8](=[O:9])[CH2:7][C:5]=2[CH:6]=1.C(OCC)(=O)C.O.C(O)=O. Product: [CH:1]1[CH:2]=[CH:3][C:4]2[N:16]([C:17]([NH2:19])=[O:18])[C:15]3[CH:14]=[CH:13][CH:12]=[CH:11][C:10]=3[C@@H:8]([OH:9])[CH2:7][C:5]=2[CH:6]=1. The catalyst class is: 9. (2) Reactant: [N:1]1[CH:2]=[C:3]([CH:10]2[CH2:15][CH2:14][N:13]([C:16]([O:18][C:19]([CH3:22])([CH3:21])[CH3:20])=[O:17])[CH2:12][CH2:11]2)[N:4]2[CH:9]=[CH:8][N:7]=[CH:6][C:5]=12.[C:23](OC(=O)C)(=[O:25])[CH3:24]. Product: [C:23]([N:7]1[CH2:8][CH2:9][N:4]2[C:3]([CH:10]3[CH2:15][CH2:14][N:13]([C:16]([O:18][C:19]([CH3:22])([CH3:21])[CH3:20])=[O:17])[CH2:12][CH2:11]3)=[CH:2][N:1]=[C:5]2[CH2:6]1)(=[O:25])[CH3:24]. The catalyst class is: 586.